This data is from Full USPTO retrosynthesis dataset with 1.9M reactions from patents (1976-2016). The task is: Predict the reactants needed to synthesize the given product. (1) The reactants are: Br[CH:2]([C:23]1[CH:28]=[CH:27][CH:26]=[CH:25][CH:24]=1)[C:3]([C:5]1[CH:10]=[CH:9][C:8]([C:11]2([NH:15][C:16](=[O:22])[O:17][C:18]([CH3:21])([CH3:20])[CH3:19])[CH2:14][CH2:13][CH2:12]2)=[CH:7][CH:6]=1)=O.[CH3:29][C:30]1[C:35]([CH3:36])=[C:34]([S:37][CH3:38])[N:33]=[N:32][C:31]=1[NH2:39].C(N(CC)C(C)C)(C)C. Given the product [CH3:36][C:35]1[C:34]([S:37][CH3:38])=[N:33][N:32]2[C:2]([C:23]3[CH:28]=[CH:27][CH:26]=[CH:25][CH:24]=3)=[C:3]([C:5]3[CH:10]=[CH:9][C:8]([C:11]4([NH:15][C:16](=[O:22])[O:17][C:18]([CH3:21])([CH3:20])[CH3:19])[CH2:14][CH2:13][CH2:12]4)=[CH:7][CH:6]=3)[N:39]=[C:31]2[C:30]=1[CH3:29], predict the reactants needed to synthesize it. (2) The reactants are: [CH:1]([C@:3]12[CH2:41][CH2:40][C@@H:39]([C:42]([CH3:44])=[CH2:43])[C@@H:4]1[C@@H:5]1[C@@:18]([CH3:21])([CH2:19][CH2:20]2)[C@@:17]2([CH3:22])[C@@H:8]([C@:9]3([CH3:38])[C@@H:14]([CH2:15][CH2:16]2)[C:13]([CH3:24])([CH3:23])[C:12]([C:25]2[CH:37]=[CH:36][C:28]([C:29]([O:31][C:32]([CH3:35])([CH3:34])[CH3:33])=[O:30])=[CH:27][CH:26]=2)=[CH:11][CH2:10]3)[CH2:7][CH2:6]1)=O.C(O)(=O)C.[NH2:49][CH2:50][CH2:51][CH2:52][N:53]1[CH2:58][CH2:57][O:56][CH2:55][CH2:54]1.C(O[BH-](OC(=O)C)OC(=O)C)(=O)C.[Na+]. Given the product [CH3:21][C@:18]12[C@@:17]3([CH3:22])[C@@H:8]([C@:9]4([CH3:38])[C@@H:14]([CH2:15][CH2:16]3)[C:13]([CH3:23])([CH3:24])[C:12]([C:25]3[CH:37]=[CH:36][C:28]([C:29]([O:31][C:32]([CH3:33])([CH3:34])[CH3:35])=[O:30])=[CH:27][CH:26]=3)=[CH:11][CH2:10]4)[CH2:7][CH2:6][C@@H:5]1[C@H:4]1[C@H:39]([C:42]([CH3:44])=[CH2:43])[CH2:40][CH2:41][C@:3]1([CH2:1][NH:49][CH2:50][CH2:51][CH2:52][N:53]1[CH2:58][CH2:57][O:56][CH2:55][CH2:54]1)[CH2:20][CH2:19]2, predict the reactants needed to synthesize it.